Dataset: Full USPTO retrosynthesis dataset with 1.9M reactions from patents (1976-2016). Task: Predict the reactants needed to synthesize the given product. The reactants are: [Cl:1][C:2]1[N:10]=[C:9]2[C:5]([N:6]=[CH:7][NH:8]2)=[C:4]([NH:11][CH:12]2[CH2:17][CH2:16][CH2:15][NH:14][CH2:13]2)[N:3]=1.C(N(CC)CC)C.[CH3:25][S:26](Cl)(=[O:28])=[O:27]. Given the product [Cl:1][C:2]1[N:10]=[C:9]2[C:5]([N:6]=[CH:7][NH:8]2)=[C:4]([NH:11][CH:12]2[CH2:17][CH2:16][CH2:15][N:14]([S:26]([CH3:25])(=[O:28])=[O:27])[CH2:13]2)[N:3]=1, predict the reactants needed to synthesize it.